Dataset: Catalyst prediction with 721,799 reactions and 888 catalyst types from USPTO. Task: Predict which catalyst facilitates the given reaction. Reactant: Br[C:2]1[C:7]([C:8]2[CH:13]=[CH:12][C:11]([F:14])=[CH:10][CH:9]=2)=[CH:6][CH:5]=[CH:4][N:3]=1.[NH:15]1[CH2:20][CH2:19][NH:18][CH2:17][CH2:16]1.CC(C)([O-])C.[Na+].C1(P(C2C=CC=CC=2)C2C=CC3C(=CC=CC=3)C=2C2C3C(=CC=CC=3)C=CC=2P(C2C=CC=CC=2)C2C=CC=CC=2)C=CC=CC=1. Product: [F:14][C:11]1[CH:12]=[CH:13][C:8]([C:7]2[C:2]([N:15]3[CH2:20][CH2:19][NH:18][CH2:17][CH2:16]3)=[N:3][CH:4]=[CH:5][CH:6]=2)=[CH:9][CH:10]=1. The catalyst class is: 101.